From a dataset of Forward reaction prediction with 1.9M reactions from USPTO patents (1976-2016). Predict the product of the given reaction. (1) Given the reactants [NH2:1][C:2]1[N:3]([C:25]2[CH:30]=[CH:29][CH:28]=[CH:27][C:26]=2[O:31][CH3:32])[N:4]=[C:5]2[C:14]3[CH:13]=[CH:12][CH:11]=[CH:10][C:9]=3[N:8](CC3C=CC(OC)=CC=3)[C:7](=[O:24])[C:6]=12.C1(OC)C=CC=CC=1.FC(F)(F)C(O)=O.FC(F)(F)S(O)(=O)=O, predict the reaction product. The product is: [NH2:1][C:2]1[N:3]([C:25]2[CH:30]=[CH:29][CH:28]=[CH:27][C:26]=2[O:31][CH3:32])[N:4]=[C:5]2[C:14]3[CH:13]=[CH:12][CH:11]=[CH:10][C:9]=3[NH:8][C:7](=[O:24])[C:6]=12. (2) The product is: [O:2]([C:3]1[CH:8]=[CH:7][CH:6]=[CH:5][C:4]=1[C:9]1[N:14]=[CH:13][N:12]=[C:11]([NH:15][C:16]2[CH:17]=[C:18]([CH2:22][S:23]([NH2:26])(=[O:25])=[O:24])[CH:19]=[CH:20][CH:21]=2)[N:10]=1)[C:1]1[CH:37]=[CH:36][CH:35]=[CH:40][CH:39]=1. Given the reactants [CH3:1][O:2][C:3]1[CH:8]=[CH:7][CH:6]=[CH:5][C:4]=1[C:9]1[N:14]=[CH:13][N:12]=[C:11]([NH:15][C:16]2[CH:17]=[C:18]([CH2:22][S:23]([NH2:26])(=[O:25])=[O:24])[CH:19]=[CH:20][CH:21]=2)[N:10]=1.ClC1N=CN=C(N[C:35]2[CH:36]=[C:37](CS(N)(=O)=O)C=[CH:39][CH:40]=2)N=1.O(C1C=CC=CC=1B(O)O)C1C=CC=CC=1, predict the reaction product. (3) Given the reactants [Br:1]N1C(=O)CCC1=O.[NH2:9][C:10]1[N:14]([CH3:15])[CH:13]=[N:12][C:11]=1[C:16]([NH2:18])=[O:17], predict the reaction product. The product is: [NH2:9][C:10]1[N:14]([CH3:15])[C:13]([Br:1])=[N:12][C:11]=1[C:16]([NH2:18])=[O:17]. (4) Given the reactants [C:1]([C:9]1[CH:10]=[C:11]2[C:15](=[CH:16][CH:17]=1)[NH:14][C:13](=[O:18])[CH2:12]2)(=[O:8])[C:2]1[CH:7]=[CH:6][CH:5]=[CH:4][CH:3]=1.[NH:19]1C2[C:22](=CC=CC=2)[CH2:21][C:20]1=[O:28].[Cl-].[Cl-].[Cl-].[Al+3].[C:33](Cl)(=[O:40])[C:34]1[CH:39]=CC=CC=1, predict the reaction product. The product is: [C:1]([C:9]1[CH:17]=[CH:16][C:15]2[NH:14][C:13](=[O:18])[C:12]3[NH:19][CH:20]=[CH:21][C:22]=3[C:11]=2[CH:10]=1)(=[O:8])[C:2]1[CH:3]=[CH:4][CH:5]=[CH:6][CH:7]=1.[CH2:34]([C:33]([O-:40])=[O:28])[CH3:39].